Dataset: Catalyst prediction with 721,799 reactions and 888 catalyst types from USPTO. Task: Predict which catalyst facilitates the given reaction. (1) Reactant: [CH:1]1([NH:4][C:5]2[S:6][CH:7]=[C:8]([C:10]3[C:18]4[C:13](=[N:14][CH:15]=[CH:16][CH:17]=4)[NH:12][CH:11]=3)[N:9]=2)[CH2:3][CH2:2]1.[C:19]1([CH2:25][C:26](O)=[O:27])[CH:24]=[CH:23][CH:22]=[CH:21][CH:20]=1.C(N(CC)CC)C. Product: [CH:1]1([N:4]([C:5]2[S:6][CH:7]=[C:8]([C:10]3[C:18]4[C:13](=[N:14][CH:15]=[CH:16][CH:17]=4)[NH:12][CH:11]=3)[N:9]=2)[C:26](=[O:27])[CH2:25][C:19]2[CH:24]=[CH:23][CH:22]=[CH:21][CH:20]=2)[CH2:3][CH2:2]1. The catalyst class is: 198. (2) Reactant: [CH2:1]([O:3][C:4](=[O:24])[CH:5]([C:11]1[S:12][N:13]=[C:14]2[C:19]=1[C:18](=[O:20])[N:17]([CH3:21])[C:16](=[O:22])[N:15]2[CH3:23])C(OCC)=O)[CH3:2].[H-].[Na+]. Product: [CH2:1]([O:3][C:4](=[O:24])[CH2:5][C:11]1[S:12][N:13]=[C:14]2[C:19]=1[C:18](=[O:20])[N:17]([CH3:21])[C:16](=[O:22])[N:15]2[CH3:23])[CH3:2]. The catalyst class is: 8.